From a dataset of Reaction yield outcomes from USPTO patents with 853,638 reactions. Predict the reaction yield, written as a fraction of the theoretical maximum amount of product (1.0 means a 100% yield; for example, 0.34 means a 34% yield). (1) The reactants are [CH3:1][C:2]([CH3:21])([CH3:20])[C@@H:3]([NH:5][CH2:6][CH2:7][C@:8]([C:13]1[CH:18]=[CH:17][C:16]([F:19])=[CH:15][CH:14]=1)([NH2:12])[CH2:9][CH:10]=[CH2:11])[CH3:4].C(N(CC)CC)C.Cl[C:30](Cl)([O:32]C(=O)OC(Cl)(Cl)Cl)Cl. The catalyst is C(Cl)Cl. The product is [CH2:9]([C@:8]1([C:13]2[CH:18]=[CH:17][C:16]([F:19])=[CH:15][CH:14]=2)[CH2:7][CH2:6][N:5]([C@H:3]([C:2]([CH3:20])([CH3:1])[CH3:21])[CH3:4])[C:30](=[O:32])[NH:12]1)[CH:10]=[CH2:11]. The yield is 0.440. (2) The reactants are [C:1]1([CH3:24])[CH:6]=[C:5]([CH3:7])[CH:4]=[C:3]([CH3:8])[C:2]=1[NH:9][C:10]1[N:14]([CH3:15])[C:13]2[C:16]([NH:20][CH2:21][CH2:22][CH3:23])=[CH:17][CH:18]=[CH:19][C:12]=2[N:11]=1.[CH:25]1([CH:28]=O)[CH2:27][CH2:26]1.C(O)(=O)C.C([BH3-])#N.[Na+]. The catalyst is CO. The product is [CH:25]1([CH2:28][N:20]([CH2:21][CH2:22][CH3:23])[C:16]2[C:13]3[N:14]([CH3:15])[C:10]([NH:9][C:2]4[C:3]([CH3:8])=[CH:4][C:5]([CH3:7])=[CH:6][C:1]=4[CH3:24])=[N:11][C:12]=3[CH:19]=[CH:18][CH:17]=2)[CH2:27][CH2:26]1. The yield is 0.420. (3) The reactants are [C:1]1([C@@:11]23[CH2:16][C@@H:15]2[CH2:14][C:13](=O)[CH2:12]3)[C:10]2[C:5](=[CH:6][CH:7]=[CH:8][CH:9]=2)[CH:4]=[CH:3][CH:2]=1.C([O-])(=O)C.[NH4+].C([BH3-])#[N:24].[Na+].C(OCC)(=O)C.CO.C(N(CC)CC)C. The catalyst is CO. The product is [C:1]1([C@@:11]23[CH2:16][C@@H:15]2[CH2:14][CH:13]([NH2:24])[CH2:12]3)[C:10]2[C:5](=[CH:6][CH:7]=[CH:8][CH:9]=2)[CH:4]=[CH:3][CH:2]=1. The yield is 0.990.